From a dataset of Catalyst prediction with 721,799 reactions and 888 catalyst types from USPTO. Predict which catalyst facilitates the given reaction. (1) Reactant: [NH2:1][C:2]1[C:7]2[C:8]([C:11]3[CH:16]=[CH:15][C:14]([NH:17][C:18]([NH:20][C:21]4[CH:26]=[CH:25][CH:24]=[C:23]([CH3:27])[CH:22]=4)=[O:19])=[CH:13][CH:12]=3)=[CH:9][S:10][C:6]=2[C:5]([C:28]#[C:29][CH2:30][N:31]([CH2:34][CH3:35])[CH2:32][CH3:33])=[CH:4][N:3]=1. Product: [NH2:1][C:2]1[C:7]2[C:8]([C:11]3[CH:16]=[CH:15][C:14]([NH:17][C:18]([NH:20][C:21]4[CH:26]=[CH:25][CH:24]=[C:23]([CH3:27])[CH:22]=4)=[O:19])=[CH:13][CH:12]=3)=[CH:9][S:10][C:6]=2[C:5]([CH2:28][CH2:29][CH2:30][N:31]([CH2:34][CH3:35])[CH2:32][CH3:33])=[CH:4][N:3]=1. The catalyst class is: 19. (2) Reactant: C(Cl)(=O)C(Cl)=O.CN(C)C=O.[CH3:12][N:13]1[CH:18]=[CH:17][C:16]([C:19]([NH2:21])=O)=[CH:15][C:14]1=[O:22].N1C=CC=CC=1. Product: [CH3:12][N:13]1[CH:18]=[CH:17][C:16]([C:19]#[N:21])=[CH:15][C:14]1=[O:22]. The catalyst class is: 47. (3) Reactant: C[O:2][C:3](=[O:28])[CH:4]([C:9]1[CH:14]=[C:13]([NH:15][C:16]2[CH:21]=[CH:20][CH:19]=[C:18]([N+:22]([O-:24])=[O:23])[CH:17]=2)[CH:12]=[CH:11][C:10]=1[N+:25]([O-:27])=[O:26])C(OC)=O. Product: [N+:25]([C:10]1[CH:11]=[CH:12][C:13]([NH:15][C:16]2[CH:21]=[CH:20][CH:19]=[C:18]([N+:22]([O-:24])=[O:23])[CH:17]=2)=[CH:14][C:9]=1[CH2:4][C:3]([OH:28])=[O:2])([O-:27])=[O:26]. The catalyst class is: 33. (4) Reactant: [Cl:1][C:2]1[C:7](C(O)=O)=[C:6]([F:11])[C:5]([NH:12][S:13]([CH2:16][CH2:17][CH2:18][F:19])(=[O:15])=[O:14])=[CH:4][CH:3]=1.C([N:22](CC)CC)C.C1C=CC(P(N=[N+]=[N-])(C2C=CC=CC=2)=O)=CC=1.O. Product: [NH2:22][C:7]1[C:6]([F:11])=[C:5]([NH:12][S:13]([CH2:16][CH2:17][CH2:18][F:19])(=[O:15])=[O:14])[CH:4]=[CH:3][C:2]=1[Cl:1]. The catalyst class is: 508. (5) The catalyst class is: 4. Reactant: FC(F)(F)C(O)=O.[OH:8][C:9]([CH:34]1[CH2:38][CH2:37][N:36](C(OC(C)(C)C)=O)[CH2:35]1)([C:11]1[S:12][C:13]([C:16]2[CH:21]=[C:20]([CH3:22])[CH:19]=[C:18]([NH:23][C:24]3[CH:29]=[C:28]([C:30]([F:33])([F:32])[F:31])[CH:27]=[CH:26][N:25]=3)[N:17]=2)=[CH:14][N:15]=1)[CH3:10]. Product: [CH3:22][C:20]1[CH:19]=[C:18]([NH:23][C:24]2[CH:29]=[C:28]([C:30]([F:33])([F:31])[F:32])[CH:27]=[CH:26][N:25]=2)[N:17]=[C:16]([C:13]2[S:12][C:11]([C:9]([CH:34]3[CH2:38][CH2:37][NH:36][CH2:35]3)([OH:8])[CH3:10])=[N:15][CH:14]=2)[CH:21]=1.